Dataset: Catalyst prediction with 721,799 reactions and 888 catalyst types from USPTO. Task: Predict which catalyst facilitates the given reaction. (1) Reactant: [Br:1][CH:2]1[CH2:6][CH2:5][CH2:4][CH2:3]1.[C:7]1([P:13]([C:20]2[CH:25]=[CH:24][CH:23]=[CH:22][CH:21]=2)[C:14]2[CH:19]=[CH:18][CH:17]=[CH:16][CH:15]=2)[CH:12]=[CH:11][CH:10]=[CH:9][CH:8]=1. Product: [Br-:1].[CH:2]1([P+:13]([C:14]2[CH:15]=[CH:16][CH:17]=[CH:18][CH:19]=2)([C:20]2[CH:25]=[CH:24][CH:23]=[CH:22][CH:21]=2)[C:7]2[CH:8]=[CH:9][CH:10]=[CH:11][CH:12]=2)[CH2:6][CH2:5][CH2:4][CH2:3]1. The catalyst class is: 11. (2) Reactant: [OH:1][C:2]1[CH:11]=[C:10]2[C:5]([C:6]([N:12]3[CH2:17][CH2:16][N:15]([C:18]([O:20][C:21]([CH3:24])([CH3:23])[CH3:22])=[O:19])[CH2:14][CH2:13]3)=[N:7][CH:8]=[N:9]2)=[CH:4][C:3]=1[O:25][CH3:26].C([O-])([O-])=O.[Cs+].[Cs+].[Cl:33][CH:34](OS(C1C=CC(C)=CC=1)(=O)=O)[CH3:35]. Product: [C:21]([O:20][C:18]([N:15]1[CH2:16][CH2:17][N:12]([C:6]2[C:5]3[C:10](=[CH:11][C:2]([O:1][CH2:35][CH2:34][Cl:33])=[C:3]([O:25][CH3:26])[CH:4]=3)[N:9]=[CH:8][N:7]=2)[CH2:13][CH2:14]1)=[O:19])([CH3:22])([CH3:23])[CH3:24]. The catalyst class is: 3. (3) Reactant: [CH2:1]([O:3][C:4]1[NH:5][C:6]([C:9]2[C:10]([CH2:34][CH3:35])=[CH:11][C:12]([CH2:32][CH3:33])=[C:13]([CH:31]=2)[C:14]([N:16]2[CH2:21][CH2:20][CH:19]([C:22]3[CH:30]=[CH:29][C:25]([C:26]([NH2:28])=O)=[CH:24][CH:23]=3)[CH2:18][CH2:17]2)=[O:15])=[N:7][N:8]=1)[CH3:2].C(N(CC)CC)C.O(C(C(F)(F)F)=O)C(C(F)(F)F)=O. Product: [CH2:1]([O:3][C:4]1[NH:5][C:6]([C:9]2[C:10]([CH2:34][CH3:35])=[CH:11][C:12]([CH2:32][CH3:33])=[C:13]([CH:31]=2)[C:14]([N:16]2[CH2:21][CH2:20][CH:19]([C:22]3[CH:23]=[CH:24][C:25]([C:26]#[N:28])=[CH:29][CH:30]=3)[CH2:18][CH2:17]2)=[O:15])=[N:7][N:8]=1)[CH3:2]. The catalyst class is: 96. (4) Reactant: [OH:1][CH2:2][CH:3]1[CH2:8][CH:7]2[N:9]([C:10]([O:12][CH2:13][C:14]3[CH:19]=[CH:18][CH:17]=[CH:16][CH:15]=3)=[O:11])[CH:4]1[CH2:5][CH2:6]2.C(N(CC)CC)C.[S:27](Cl)([C:30]1[CH:36]=[CH:35][C:33]([CH3:34])=[CH:32][CH:31]=1)(=[O:29])=[O:28].C(OCC)(=O)C.CCCCCC. Product: [S:27]([O:1][CH2:2][CH:3]1[CH2:8][CH:7]2[N:9]([C:10]([O:12][CH2:13][C:14]3[CH:15]=[CH:16][CH:17]=[CH:18][CH:19]=3)=[O:11])[CH:4]1[CH2:5][CH2:6]2)([C:30]1[CH:36]=[CH:35][C:33]([CH3:34])=[CH:32][CH:31]=1)(=[O:29])=[O:28]. The catalyst class is: 4. (5) Reactant: [CH3:1][O:2][C:3](=[O:30])[C:4]1[CH:9]=[CH:8][C:7]([O:10][CH2:11][CH2:12][CH2:13]Br)=[CH:6][C:5]=1[NH:15][C:16]([C:18]1[CH:23]=[CH:22][C:21]([C:24]2[CH:29]=[CH:28][CH:27]=[CH:26][CH:25]=2)=[CH:20][CH:19]=1)=[O:17].C([O-])([O-])=O.[Cs+].[Cs+].[C:37]([C:41]1[CH:49]=[CH:48][C:44]([CH:45]=[N:46][OH:47])=[CH:43][CH:42]=1)([CH3:40])([CH3:39])[CH3:38]. Product: [C:21]1([C:24]2[CH:25]=[CH:26][CH:27]=[CH:28][CH:29]=2)[CH:22]=[CH:23][C:18]([C:16]([NH:15][C:5]2[CH:6]=[C:7]([O:10][CH2:11][CH2:12][CH2:13][O:47]/[N:46]=[CH:45]/[C:44]3[CH:43]=[CH:42][C:41]([C:37]([CH3:40])([CH3:38])[CH3:39])=[CH:49][CH:48]=3)[CH:8]=[CH:9][C:4]=2[C:3]([OH:30])=[O:2])=[O:17])=[CH:19][CH:20]=1.[CH3:1][O:2][C:3](=[O:30])[C:4]1[CH:9]=[CH:8][C:7]([O:10][CH2:11][CH2:12][CH2:13][O:47]/[N:46]=[CH:45]/[C:44]2[CH:48]=[CH:49][C:41]([C:37]([CH3:40])([CH3:39])[CH3:38])=[CH:42][CH:43]=2)=[CH:6][C:5]=1[NH:15][C:16]([C:18]1[CH:23]=[CH:22][C:21]([C:24]2[CH:29]=[CH:28][CH:27]=[CH:26][CH:25]=2)=[CH:20][CH:19]=1)=[O:17]. The catalyst class is: 21. (6) Reactant: [Cl:1][C:2]1[C:3]([O:12][C:13]2[CH:18]=[C:17]([O:19][CH2:20][C:21]([N:23]([CH2:26][CH3:27])[CH2:24][CH3:25])=[O:22])[CH:16]=[CH:15][C:14]=2[CH2:28][CH2:29][C:30](O)=[O:31])=[N:4][CH:5]=[C:6]([C:8]([F:11])([F:10])[F:9])[CH:7]=1.[CH2:33]([S:38]([NH2:41])(=[O:40])=[O:39])[CH2:34][CH2:35][CH2:36][CH3:37].N12CCCN=C1CCCCC2.Cl. Product: [Cl:1][C:2]1[C:3]([O:12][C:13]2[CH:18]=[C:17]([O:19][CH2:20][C:21]([N:23]([CH2:24][CH3:25])[CH2:26][CH3:27])=[O:22])[CH:16]=[CH:15][C:14]=2[CH2:28][CH2:29][C:30]([NH:41][S:38]([CH2:33][CH2:34][CH2:35][CH2:36][CH3:37])(=[O:40])=[O:39])=[O:31])=[N:4][CH:5]=[C:6]([C:8]([F:11])([F:10])[F:9])[CH:7]=1. The catalyst class is: 54. (7) Reactant: [C:1]([C:3]1[CH:8]=[CH:7][C:6]([N:9]2[C:13]([CH2:14][N:15]([CH3:26])[CH2:16][CH2:17][NH:18]C(=O)OC(C)(C)C)=[CH:12][N:11]=[N:10]2)=[CH:5][CH:4]=1)#[N:2].O.CC#N. Product: [NH2:18][CH2:17][CH2:16][N:15]([CH2:14][C:13]1[N:9]([C:6]2[CH:5]=[CH:4][C:3]([C:1]#[N:2])=[CH:8][CH:7]=2)[N:10]=[N:11][CH:12]=1)[CH3:26]. The catalyst class is: 281.